Dataset: Catalyst prediction with 721,799 reactions and 888 catalyst types from USPTO. Task: Predict which catalyst facilitates the given reaction. (1) Product: [CH3:14][O:15][C:16](=[O:29])[CH:17]=[CH:18][C:19]1[CH:24]=[CH:23][CH:22]=[CH:21][C:20]=1[S:25](=[O:26])(=[O:27])[NH:1][C:2]1[CH:7]=[CH:6][CH:5]=[CH:4][CH:3]=1. Reactant: [NH2:1][C:2]1[CH:7]=[CH:6][CH:5]=[CH:4][CH:3]=1.N1C=CC=CC=1.[CH3:14][O:15][C:16](=[O:29])[CH:17]=[CH:18][C:19]1[CH:24]=[CH:23][CH:22]=[CH:21][C:20]=1[S:25](Cl)(=[O:27])=[O:26]. The catalyst class is: 4. (2) Reactant: [OH:1][C:2]1[C:9]([CH2:10][CH2:11][CH3:12])=[C:8]([OH:13])[CH:7]=[CH:6][C:3]=1[CH:4]=[O:5].Br[CH2:15][CH2:16][F:17].C(=O)([O-])[O-].[K+].[K+]. Product: [F:17][CH2:16][CH2:15][O:13][C:8]1[CH:7]=[CH:6][C:3]([CH:4]=[O:5])=[C:2]([OH:1])[C:9]=1[CH2:10][CH2:11][CH3:12]. The catalyst class is: 1. (3) Reactant: [CH2:1]([NH:8][C@@H:9]([C:19](OC)=[O:20])[CH2:10][O:11][Si:12]([C:15]([CH3:18])([CH3:17])[CH3:16])([CH3:14])[CH3:13])[C:2]1[CH:7]=[CH:6][CH:5]=[CH:4][CH:3]=1.[Li+].[BH4-].CO. Product: [CH2:1]([NH:8][C@H:9]([CH2:10][O:11][Si:12]([C:15]([CH3:18])([CH3:17])[CH3:16])([CH3:13])[CH3:14])[CH2:19][OH:20])[C:2]1[CH:7]=[CH:6][CH:5]=[CH:4][CH:3]=1. The catalyst class is: 1. (4) Reactant: [SH:1][C:2]1[N:6]([CH2:7][C:8]([O:10][C:11]([CH3:14])([CH3:13])[CH3:12])=[O:9])[C:5]2[CH:15]=[CH:16][CH:17]=[CH:18][C:4]=2[N:3]=1.[CH2:19]([O:21][C:22]([N:24]1[C:32]2[C:27](=[CH:28][CH:29]=[CH:30][CH:31]=2)[C:26](=[O:33])[N:25]1[CH2:34][CH2:35][CH2:36]Cl)=[O:23])[CH3:20].[I-].[K+].C([O-])([O-])=O.[K+].[K+]. Product: [CH2:19]([O:21][C:22]([N:24]1[C:32]2[C:27](=[CH:28][CH:29]=[CH:30][CH:31]=2)[C:26](=[O:33])[N:25]1[CH2:34][CH2:35][CH2:36][S:1][C:2]1[N:6]([CH2:7][C:8]([O:10][C:11]([CH3:13])([CH3:14])[CH3:12])=[O:9])[C:5]2[CH:15]=[CH:16][CH:17]=[CH:18][C:4]=2[N:3]=1)=[O:23])[CH3:20]. The catalyst class is: 21. (5) Reactant: [C:1]([NH:4][CH2:5]/[C:6](=[CH:11]\[C:12]1[CH:17]=[CH:16][CH:15]=[CH:14][CH:13]=1)/[C:7]([O:9][CH3:10])=[O:8])(=[O:3])[CH3:2].[H][H]. Product: [C:1]([NH:4][CH2:5][C@H:6]([CH2:11][C:12]1[CH:13]=[CH:14][CH:15]=[CH:16][CH:17]=1)[C:7]([O:9][CH3:10])=[O:8])(=[O:3])[CH3:2]. The catalyst class is: 5. (6) Reactant: [NH2:1][C:2]1[CH:7]=[C:6]([CH2:8][C@H:9]2[C:12](=[O:13])[N:11]([C:14](=[O:24])[NH:15][C@@H:16]([C:18]3[CH:23]=[CH:22][CH:21]=[CH:20][CH:19]=3)[CH3:17])[C@@H:10]2[C:25]([O:27][CH2:28][C:29]2[CH:34]=[CH:33][CH:32]=[CH:31][CH:30]=2)=[O:26])[CH:5]=[CH:4][N:3]=1.N1C=CC=CC=1.Cl[C:42]([O:44][CH2:45][CH2:46][CH2:47][CH2:48][CH2:49][CH3:50])=[O:43]. Product: [CH2:45]([O:44][C:42]([NH:1][C:2]1[CH:7]=[C:6]([CH2:8][C@H:9]2[C:12](=[O:13])[N:11]([C:14](=[O:24])[NH:15][C@@H:16]([C:18]3[CH:23]=[CH:22][CH:21]=[CH:20][CH:19]=3)[CH3:17])[C@@H:10]2[C:25]([O:27][CH2:28][C:29]2[CH:34]=[CH:33][CH:32]=[CH:31][CH:30]=2)=[O:26])[CH:5]=[CH:4][N:3]=1)=[O:43])[CH2:46][CH2:47][CH2:48][CH2:49][CH3:50]. The catalyst class is: 2. (7) Reactant: Br[C:2]1[CH:12]=[CH:11][C:5]2[N:6]([CH3:10])[CH2:7][CH2:8][O:9][C:4]=2[CH:3]=1.C([Li])CCC.[CH3:18][O:19][C:20]1[CH:21]=[C:22]([CH:26]=[C:27]([O:29][CH3:30])[CH:28]=1)[C:23](Cl)=[O:24]. Product: [CH3:30][O:29][C:27]1[CH:26]=[C:22]([C:23]([C:2]2[CH:12]=[CH:11][C:5]3[N:6]([CH3:10])[CH2:7][CH2:8][O:9][C:4]=3[CH:3]=2)=[O:24])[CH:21]=[C:20]([O:19][CH3:18])[CH:28]=1. The catalyst class is: 1.